From a dataset of Reaction yield outcomes from USPTO patents with 853,638 reactions. Predict the reaction yield, written as a fraction of the theoretical maximum amount of product (1.0 means a 100% yield; for example, 0.34 means a 34% yield). (1) The reactants are CN(C)[CH2:3][CH2:4]N(C)C.[Li]C(CC)C.[C:14]([C:18]1[CH:26]=C[C:21]([C:22]([OH:24])=[O:23])=[CH:20][CH:19]=1)([CH3:17])([CH3:16])[CH3:15].CI. The catalyst is C1COCC1. The product is [C:14]([C:18]1[CH:19]=[CH:20][C:21]([C:22]([OH:24])=[O:23])=[C:3]([CH3:4])[CH:26]=1)([CH3:17])([CH3:15])[CH3:16]. The yield is 0.200. (2) The reactants are [C:1]1([O:7][P:8]([O:17][C@@H:18]2[C@@H:23]([CH2:24][O:25][C:26]([O:28][C:29]([CH3:35])([CH3:34])[C:30]([Cl:33])([Cl:32])[Cl:31])=[O:27])[O:22][C@H:21](Br)[C@H:20]([NH:37][C:38]([O:40][CH2:41][C:42]([Cl:45])([Cl:44])[Cl:43])=[O:39])[C@H:19]2[O:46][C:47](=[O:75])[CH2:48][C@H:49]([O:61][C:62](=[O:74])[CH2:63][CH2:64][CH2:65][CH2:66][CH2:67][CH2:68][CH2:69][CH2:70][CH2:71][CH2:72][CH3:73])[CH2:50][CH2:51][CH2:52][CH2:53][CH2:54][CH2:55][CH2:56][CH2:57][CH2:58][CH2:59][CH3:60])([O:10][C:11]2[CH:16]=[CH:15][CH:14]=[CH:13][CH:12]=2)=[O:9])[CH:6]=[CH:5][CH:4]=[CH:3][CH:2]=1.[C:76]([O:89][C@H:90]([CH2:101][CH2:102][CH2:103][CH2:104][CH2:105][CH2:106][CH2:107][CH2:108][CH2:109][CH2:110][CH3:111])[CH2:91][C:92]([N:94]1[CH2:98][CH2:97][CH2:96][C@H:95]1[CH2:99][OH:100])=[O:93])(=[O:88])[CH2:77][CH2:78][CH2:79][CH2:80][CH2:81][CH2:82][CH2:83][CH2:84][CH2:85][CH2:86][CH3:87].[Hg](C#N)C#N. The catalyst is ClCCCl.C(Cl)Cl. The product is [C:1]1([O:7][P:8]([O:17][C@@H:18]2[C@@H:23]([CH2:24][O:25][C:26]([O:28][C:29]([CH3:34])([CH3:35])[C:30]([Cl:32])([Cl:31])[Cl:33])=[O:27])[O:22][C@@H:21]([O:100][CH2:99][C@@H:95]3[CH2:96][CH2:97][CH2:98][N:94]3[C:92](=[O:93])[CH2:91][C@H:90]([O:89][C:76](=[O:88])[CH2:77][CH2:78][CH2:79][CH2:80][CH2:81][CH2:82][CH2:83][CH2:84][CH2:85][CH2:86][CH3:87])[CH2:101][CH2:102][CH2:103][CH2:104][CH2:105][CH2:106][CH2:107][CH2:108][CH2:109][CH2:110][CH3:111])[C@H:20]([NH:37][C:38]([O:40][CH2:41][C:42]([Cl:43])([Cl:44])[Cl:45])=[O:39])[C@H:19]2[O:46][C:47](=[O:75])[CH2:48][C@H:49]([O:61][C:62](=[O:74])[CH2:63][CH2:64][CH2:65][CH2:66][CH2:67][CH2:68][CH2:69][CH2:70][CH2:71][CH2:72][CH3:73])[CH2:50][CH2:51][CH2:52][CH2:53][CH2:54][CH2:55][CH2:56][CH2:57][CH2:58][CH2:59][CH3:60])([O:10][C:11]2[CH:12]=[CH:13][CH:14]=[CH:15][CH:16]=2)=[O:9])[CH:2]=[CH:3][CH:4]=[CH:5][CH:6]=1. The yield is 0.820. (3) The reactants are C(OC(=O)[NH:7][C@@H:8]([C:15]1[N:24]2[N:25]=[C:26]([NH2:28])[N:27]=[C:23]2[C:22]2[CH:21]=[CH:20][CH:19]=[CH:18][C:17]=2[N:16]=1)[C:9]1[CH:14]=[CH:13][CH:12]=[CH:11][CH:10]=1)(C)(C)C.FC(F)(F)C(O)=O. The catalyst is ClCCl. The product is [NH2:7][C@H:8]([C:9]1[CH:14]=[CH:13][CH:12]=[CH:11][CH:10]=1)[C:15]1[N:24]2[N:25]=[C:26]([NH2:28])[N:27]=[C:23]2[C:22]2[CH:21]=[CH:20][CH:19]=[CH:18][C:17]=2[N:16]=1. The yield is 0.650. (4) The reactants are [BH4-].[Na+].C[O:4][CH:5](OC)[C:6]1[Se:10][CH:9]=[C:8]([CH:11]=[O:12])[CH:7]=1.C(OCC)(=O)C. The catalyst is CO. The product is [OH:12][CH2:11][C:8]1[CH:7]=[C:6]([CH:5]=[O:4])[Se:10][CH:9]=1. The yield is 0.600. (5) The reactants are [CH3:1][C:2]1[CH:7]=[C:6]([C:8]([F:11])([F:10])[F:9])[CH:5]=[CH:4][C:3]=1[CH:12]1[CH2:17][CH:16]([C:18]([O:20]C)=[O:19])[CH2:15][CH2:14][N:13]1[C:22]([O:24][CH3:25])=[O:23].[Br-].[Li+].C(N(CC)CC)C. The catalyst is C(#N)C.O. The product is [CH3:25][O:24][C:22]([N:13]1[CH2:14][CH2:15][CH:16]([C:18]([OH:20])=[O:19])[CH2:17][CH:12]1[C:3]1[CH:4]=[CH:5][C:6]([C:8]([F:11])([F:9])[F:10])=[CH:7][C:2]=1[CH3:1])=[O:23]. The yield is 0.910. (6) The reactants are Cl.[Cl-].[K+].[I:4]Cl.[I-].I([O-])(=O)=O.[CH3:11][N:12]1[C@@H:21]([C@H:22]2[O:31][C:29](=[O:30])[C:28]3[C:27]([O:32][CH3:33])=[C:26]([O:34][CH3:35])[CH:25]=[CH:24][C:23]2=3)[C:20]2[C:19]([O:36][CH3:37])=[C:18]3[O:38][CH2:39][O:40][C:17]3=[CH:16][C:15]=2[CH2:14][CH2:13]1.N1C=CC=CC=1.ICl.N. The catalyst is C(#N)C.N1C=CC=CC=1. The product is [I:4][C:16]1[C:15]2[CH2:14][CH2:13][N:12]([CH3:11])[C@@H:21]([C@@H:22]3[C:23]4[C:28](=[C:27]([O:32][CH3:33])[C:26]([O:34][CH3:35])=[CH:25][CH:24]=4)[C:29](=[O:30])[O:31]3)[C:20]=2[C:19]([O:36][CH3:37])=[C:18]2[O:38][CH2:39][O:40][C:17]=12. The yield is 0.760.